This data is from Catalyst prediction with 721,799 reactions and 888 catalyst types from USPTO. The task is: Predict which catalyst facilitates the given reaction. Reactant: [CH2:1]([C:3]1[CH:12]=[C:11]2[C:6]([C:7](=[O:19])[N:8]([NH:14][S:15]([CH3:18])(=[O:17])=[O:16])[C:9](=[O:13])[NH:10]2)=[CH:5][C:4]=1[C:20]1[N:21]([CH3:25])[N:22]=[CH:23][CH:24]=1)[CH3:2].[H-].[Na+].[C:28](Cl)(=[O:30])[CH3:29].C1(C)C=CC=CC=1.C(Cl)Cl.CCO. Product: [C:28]([N:14]([N:8]1[C:7](=[O:19])[C:6]2[C:11](=[CH:12][C:3]([CH2:1][CH3:2])=[C:4]([C:20]3[N:21]([CH3:25])[N:22]=[CH:23][CH:24]=3)[CH:5]=2)[NH:10][C:9]1=[O:13])[S:15]([CH3:18])(=[O:16])=[O:17])(=[O:30])[CH3:29]. The catalyst class is: 3.